From a dataset of Forward reaction prediction with 1.9M reactions from USPTO patents (1976-2016). Predict the product of the given reaction. (1) Given the reactants [CH3:1][N:2]1[CH2:7][CH2:6][N:5]([C:8]([C:10]2[NH:11][C:12]3[C:17]([CH:18]=2)=[CH:16][CH:15]=[CH:14][C:13]=3[N+:19]([O-])=O)=[O:9])[CH2:4][CH2:3]1.C([O-])=O.[NH4+], predict the reaction product. The product is: [NH2:19][C:13]1[CH:14]=[CH:15][CH:16]=[C:17]2[C:12]=1[NH:11][C:10]([C:8]([N:5]1[CH2:4][CH2:3][N:2]([CH3:1])[CH2:7][CH2:6]1)=[O:9])=[CH:18]2. (2) Given the reactants [F:1][C:2]1([F:33])[CH2:7][CH2:6][CH2:5][N:4]([C:8]2[CH:13]=[CH:12][C:11]([C:14]3[O:18][N:17]=[C:16]([C:19]4[CH:24]=[CH:23][CH:22]=[CH:21][C:20]=4[O:25][C:26]([F:29])([F:28])[F:27])[N:15]=3)=[CH:10][C:9]=2[N+:30]([O-])=O)[CH2:3]1, predict the reaction product. The product is: [F:33][C:2]1([F:1])[CH2:7][CH2:6][CH2:5][N:4]([C:8]2[CH:13]=[CH:12][C:11]([C:14]3[O:18][N:17]=[C:16]([C:19]4[CH:24]=[CH:23][CH:22]=[CH:21][C:20]=4[O:25][C:26]([F:27])([F:28])[F:29])[N:15]=3)=[CH:10][C:9]=2[NH2:30])[CH2:3]1. (3) Given the reactants [CH3:1][N:2]1[CH:6]=[CH:5][N:4]=[N:3]1.[Li]CCCC.[Cl:12][C:13]1[C:22]([CH2:23][C:24]([F:27])([F:26])[F:25])=[C:21]([Cl:28])[C:20]2[C:15](=[CH:16][CH:17]=[C:18]([C:29]([C:31]3[N:35]([CH3:36])[C:34]([CH3:37])=[N:33][CH:32]=3)=[O:30])[CH:19]=2)[N:14]=1, predict the reaction product. The product is: [Cl:12][C:13]1[C:22]([CH2:23][C:24]([F:26])([F:27])[F:25])=[C:21]([Cl:28])[C:20]2[C:15](=[CH:16][CH:17]=[C:18]([C:29]([C:31]3[N:35]([CH3:36])[C:34]([CH3:37])=[N:33][CH:32]=3)([C:6]3[N:2]([CH3:1])[N:3]=[N:4][CH:5]=3)[OH:30])[CH:19]=2)[N:14]=1. (4) Given the reactants [NH2:1][C:2]1[CH:10]=[C:6]([C:7]([OH:9])=[O:8])[C:5]([OH:11])=[CH:4][CH:3]=1.[CH3:12][O:13][C:14]1[CH:21]=[CH:20][C:17]([CH2:18]Cl)=[CH:16][CH:15]=1, predict the reaction product. The product is: [CH3:12][O:13][C:14]1[CH:21]=[CH:20][C:17]([CH2:18][NH:1][C:2]2[CH:10]=[C:6]([C:7]([OH:9])=[O:8])[C:5]([OH:11])=[CH:4][CH:3]=2)=[CH:16][CH:15]=1.